Dataset: Forward reaction prediction with 1.9M reactions from USPTO patents (1976-2016). Task: Predict the product of the given reaction. (1) Given the reactants N[C:2]1[C:3]2[C:29]([CH3:31])([CH3:30])[C:28](=[O:32])[NH:27][C:4]=2[N:5]=[C:6]([C:8]2[C:16]3[C:11](=[N:12][C:13]([CH3:17])=[N:14][CH:15]=3)[N:10]([CH2:18][C:19]3[CH:24]=[CH:23][CH:22]=[C:21]([F:25])[C:20]=3[F:26])[N:9]=2)[N:7]=1.[I:33]CI.N(OCCC(C)C)=O.C(N(CC)CC)C, predict the reaction product. The product is: [F:26][C:20]1[C:21]([F:25])=[CH:22][CH:23]=[CH:24][C:19]=1[CH2:18][N:10]1[C:11]2=[N:12][C:13]([CH3:17])=[N:14][CH:15]=[C:16]2[C:8]([C:6]2[N:7]=[C:2]([I:33])[C:3]3[C:29]([CH3:31])([CH3:30])[C:28](=[O:32])[NH:27][C:4]=3[N:5]=2)=[N:9]1. (2) Given the reactants [C:1]1([N:7]2[CH:12]=[CH:11][C:10]([CH2:13][CH2:14][CH2:15][C:16]3[N:17]=[N:18][NH:19][CH:20]=3)=[C:9]([O:21]CC3C=CC=CC=3)[C:8]2=[O:29])[CH:6]=[CH:5][CH:4]=[CH:3][CH:2]=1.[H][H], predict the reaction product. The product is: [C:1]1([N:7]2[CH:12]=[CH:11][C:10]([CH2:13][CH2:14][CH2:15][C:16]3[N:17]=[N:18][NH:19][CH:20]=3)=[C:9]([OH:21])[C:8]2=[O:29])[CH:2]=[CH:3][CH:4]=[CH:5][CH:6]=1.